This data is from Reaction yield outcomes from USPTO patents with 853,638 reactions. The task is: Predict the reaction yield, written as a fraction of the theoretical maximum amount of product (1.0 means a 100% yield; for example, 0.34 means a 34% yield). (1) The reactants are C(Cl)(=O)C(Cl)=O.CS(C)=O.[OH:11][CH:12]1[CH2:19][CH2:18][CH:17]2[CH2:20][CH:13]1[CH2:14][N:15]([C:21]([O:23][CH2:24][CH3:25])=[O:22])[CH2:16]2.C(N(CC)CC)C. The catalyst is ClCCl. The product is [O:11]=[C:12]1[CH2:19][CH2:18][CH:17]2[CH2:20][CH:13]1[CH2:14][N:15]([C:21]([O:23][CH2:24][CH3:25])=[O:22])[CH2:16]2. The yield is 0.450. (2) The reactants are [C:1]([C:4]1[S:8][C:7]([CH3:9])=[N:6][C:5]=1[CH3:10])(=O)[CH3:2].C[O:12][CH:13](OC)[N:14]([CH3:16])[CH3:15]. The yield is 0.790. The product is [CH3:10][C:5]1[N:6]=[C:7]([CH3:9])[S:8][C:4]=1/[CH:1]=[CH:2]/[C:13]([N:14]([CH3:16])[CH3:15])=[O:12]. No catalyst specified. (3) The reactants are [Br:1][C:2]1[CH:3]=[C:4]2[C:9](=[CH:10][CH:11]=1)[N:8]=[C:7]([CH2:12][CH:13]([CH3:15])[CH3:14])[C:6]([CH2:16][NH2:17])=[C:5]2[C:18]1[CH:23]=[CH:22][CH:21]=[CH:20][CH:19]=1.[C:24](O[C:24]([O:26][C:27]([CH3:30])([CH3:29])[CH3:28])=[O:25])([O:26][C:27]([CH3:30])([CH3:29])[CH3:28])=[O:25]. The catalyst is C(OCC)(=O)C. The product is [Br:1][C:2]1[CH:3]=[C:4]2[C:9](=[CH:10][CH:11]=1)[N:8]=[C:7]([CH2:12][CH:13]([CH3:15])[CH3:14])[C:6]([CH2:16][NH:17][C:24](=[O:25])[O:26][C:27]([CH3:30])([CH3:29])[CH3:28])=[C:5]2[C:18]1[CH:23]=[CH:22][CH:21]=[CH:20][CH:19]=1. The yield is 0.360.